Dataset: Experimentally validated miRNA-target interactions with 360,000+ pairs, plus equal number of negative samples. Task: Binary Classification. Given a miRNA mature sequence and a target amino acid sequence, predict their likelihood of interaction. (1) The miRNA is hsa-miR-1283 with sequence UCUACAAAGGAAAGCGCUUUCU. The protein sequence of the target gene is MAVRRLGAALLLLPLLAAVEETLMDSTTATAELGWMVHPPSGWEEVSGYDENMNTIRTYQVCNVFESSQNNWLRTKFIRRRGAHRIHVEMKFSVRDCSSIPSVPGSCKETFNLYYYEADFDLATKTFPNWMENPWVKVDTIAADESFSQVDLGGRVMKINTEVRSFGPVSRNGFYLAFQDYGGCMSLIAVRVFYRKCPRIIQNGAIFQETLSGAESTSLVAARGSCIANAEEVDVPIKLYCNGDGEWLVPIGRCMCKAGFEAVENGTVCRGCPSGTFKANQGDEACTHCPINSRTTSEGA.... Result: 0 (no interaction). (2) The miRNA is hsa-miR-197-3p with sequence UUCACCACCUUCUCCACCCAGC. The protein sequence of the target gene is MSVVGIDLGFQSCYVAVARAGGIETIANEYSDRCTPACISFGPKNRSIGAAAKSQVISNAKNTVQGFKRFHGRAFSDPFVEAEKSNLAYDIVQLPTGLTGIKVTYMEEERNFTTEQVTAMLLSKLKETAESVLKKPVVDCVVSVPCFYTDAERRSVMDATQIAGLNCLRLMNETTAVALAYGIYKQDLPALEEKPRNVVFVDMGHSAYQVSVCAFNRGKLKVLATAFDTTLGGRKFDEVLVNHFCEEFGKKYKLDIKSKIRALLRLSQECEKLKKLMSANASDLPLSIECFMNDVDVSGT.... Result: 1 (interaction). (3) The miRNA is mmu-miR-214-3p with sequence ACAGCAGGCACAGACAGGCAGU. The protein sequence of the target gene is MSQPRTPEQALDTPGDCPPGRRDEDAGEGIQCSQRMLSFSDALLSIIATVMILPVTHTEISPEQQFDRSVQRLLATRIAVYLMTFLIVTVAWAAHTRLFQVVGKTDDTLALLNLACMMTITFLPYTFSLMVTFPDVPLGIFLFCVCVIAIGVVQALIVGYAFHFPHLLSPQIQRSAHRALYRRHVLGIVLQGPALCFAAAIFSLFFVPLSYLLMVTVILLPYVSKVTGWCRDRLLGHREPSAHPVEVFSFDLHEPLSKERVEAFSDGVYAIVATLLILDICEDNVPDPKDVKERFSGSLV.... Result: 0 (no interaction). (4) The miRNA is mmu-miR-124-3p with sequence UAAGGCACGCGGUGAAUGCC. The protein sequence of the target gene is MNTIVFNKLGGAVLFEDRGTPDRERGSRTFSGFLDNPHTGPEVGIPDGPPLKDNLSLRHRRTGARQNGGKVRHKRQALQDMARPLKQWLYKHRDNPYPTKTEKILLALGSQMTLVQVSNWFANARRRLKNTVRQPDLSWALRIKLYNKYVQGNAERLSVSSDGDSCSEDGENPPRNHMNEEGYSTPAHHTVIKGESSAIKAGGRPESRAAEDYVSPPKYKSSLLNRYLNDSLRHVMATSTAMMGKTRRRNHSGSFSSNEFEEELVSPSSSETEGTFVYRTDTPDIGSTKGDSAANRRGPS.... Result: 1 (interaction).